Dataset: Full USPTO retrosynthesis dataset with 1.9M reactions from patents (1976-2016). Task: Predict the reactants needed to synthesize the given product. Given the product [C:24]([C:20]1[N:19]=[C:18]([O:17][C:13]2[CH:14]=[C:15]([CH3:16])[C:7]3[CH:6]([CH2:5][C:4]([OH:26])=[O:3])[O:10][B:9]([OH:11])[C:8]=3[CH:12]=2)[CH:23]=[N:22][CH:21]=1)#[N:25].[C:24]([C:20]1[N:19]=[C:18]([O:17][C:13]2[CH:14]=[C:15]([CH3:16])[C:7]3[CH:6]([CH2:5][C:4]([OH:3])=[O:26])[O:10][B:9]([OH:11])[C:8]=3[CH:12]=2)[CH:23]=[N:22][CH:21]=1)(=[O:28])[NH2:25], predict the reactants needed to synthesize it. The reactants are: C([O:3][C:4](=[O:26])[CH2:5][CH:6]1[O:10][B:9]([OH:11])[C:8]2[CH:12]=[C:13]([O:17][C:18]3[CH:23]=[N:22][CH:21]=[C:20]([C:24]#[N:25])[N:19]=3)[CH:14]=[C:15]([CH3:16])[C:7]1=2)C.[Li+].[OH-:28].Cl.